This data is from Reaction yield outcomes from USPTO patents with 853,638 reactions. The task is: Predict the reaction yield, written as a fraction of the theoretical maximum amount of product (1.0 means a 100% yield; for example, 0.34 means a 34% yield). (1) The reactants are [Li]CCCC.Br[C-:7]1[CH:11]=[CH:10][CH:9]=[CH:8]1.[C-:12]1([Br:17])[CH:16]=[CH:15][CH:14]=[CH:13]1.[Fe+2:18].[Cl-].[CH:20]1([PH:26][CH:27]2[CH2:32][CH2:31][CH2:30][CH2:29][CH2:28]2)[CH2:25][CH2:24][CH2:23][CH2:22][CH2:21]1.O. The catalyst is C1COCC1.CCCCCC. The product is [CH:27]1([P:26]([CH:20]2[CH2:21][CH2:22][CH2:23][CH2:24][CH2:25]2)[C-:7]2[CH:11]=[CH:10][CH:9]=[CH:8]2)[CH2:28][CH2:29][CH2:30][CH2:31][CH2:32]1.[Br:17][C-:12]1[CH:16]=[CH:15][CH:14]=[CH:13]1.[Fe+2:18]. The yield is 0.840. (2) The reactants are C([O:3][C:4]1([CH3:20])[O:9][CH2:8][C:7]([C:15]([O:17][CH2:18][CH3:19])=[O:16])([C:10]([O:12][CH2:13][CH3:14])=[O:11])[CH2:6][O:5]1)C. The catalyst is C(O)(=O)C. The product is [C:4]([O:5][CH2:6][C:7]([CH2:8][OH:9])([C:15]([O:17][CH2:18][CH3:19])=[O:16])[C:10]([O:12][CH2:13][CH3:14])=[O:11])(=[O:3])[CH3:20]. The yield is 0.750. (3) The reactants are Cl[S:2]([C:5]1[S:6][CH:7]=[CH:8][C:9]=1[C:10]1[CH:15]=[CH:14][C:13]2[O:16][CH2:17][O:18][C:12]=2[CH:11]=1)(=[O:4])=[O:3].[NH2:19][C:20]1[O:24][N:23]=[C:22]([CH3:25])[C:21]=1[Br:26]. No catalyst specified. The product is [Br:26][C:21]1[C:22]([CH3:25])=[N:23][O:24][C:20]=1[NH:19][S:2]([C:5]1[S:6][CH:7]=[CH:8][C:9]=1[C:10]1[CH:15]=[CH:14][C:13]2[O:16][CH2:17][O:18][C:12]=2[CH:11]=1)(=[O:4])=[O:3]. The yield is 0.600. (4) The reactants are O[CH2:2][CH2:3][N:4]1[CH2:9][CH2:8][CH2:7][C@@H:6]([NH:10][C:11](=[O:17])[O:12][C:13]([CH3:16])([CH3:15])[CH3:14])[CH2:5]1.N1C=CN=C1.[I:23]I. The catalyst is C(Cl)Cl. The product is [I:23][CH2:2][CH2:3][N:4]1[CH2:9][CH2:8][CH2:7][C@@H:6]([NH:10][C:11](=[O:17])[O:12][C:13]([CH3:16])([CH3:15])[CH3:14])[CH2:5]1. The yield is 0.790. (5) The reactants are [O:1]1[C:5]2[CH:6]=[CH:7][CH:8]=[CH:9][C:4]=2[C:3]([N:10]2[CH2:15][CH2:14][N:13]([CH2:16][CH:17]([C:19]3[CH:20]=[C:21]4[C:25](=[CH:26][CH:27]=3)[C:24]([CH3:29])([CH3:28])[CH:23]([OH:30])[C:22]4([CH3:32])[CH3:31])O)[CH2:12][CH2:11]2)=[N:2]1.CS([Cl:37])(=O)=O.C(N(CC)CC)C. The catalyst is C(Cl)Cl. The product is [O:1]1[C:5]2[CH:6]=[CH:7][CH:8]=[CH:9][C:4]=2[C:3]([N:10]2[CH2:15][CH2:14][N:13]([CH2:16][CH:17]([C:19]3[CH:20]=[C:21]4[C:25](=[CH:26][CH:27]=3)[C:24]([CH3:29])([CH3:28])[CH:23]([OH:30])[C:22]4([CH3:32])[CH3:31])[Cl:37])[CH2:12][CH2:11]2)=[N:2]1. The yield is 0.290. (6) The reactants are Cl[C:2]1[CH:7]=[CH:6][C:5]([N+:8]([O-:10])=[O:9])=[CH:4][N:3]=1.[C:11]([O:15][C:16]([N:18]1[CH2:22][CH2:21][C@H:20]([NH2:23])[CH2:19]1)=[O:17])([CH3:14])([CH3:13])[CH3:12].C(=O)([O-])[O-].[K+].[K+]. The catalyst is C(#N)C. The product is [C:11]([O:15][C:16]([N:18]1[CH2:22][CH2:21][C@H:20]([NH:23][C:2]2[CH:7]=[CH:6][C:5]([N+:8]([O-:10])=[O:9])=[CH:4][N:3]=2)[CH2:19]1)=[O:17])([CH3:14])([CH3:12])[CH3:13]. The yield is 0.786. (7) The reactants are P([O-])([O-])([O-])=O.[OH:6][C:7]1[C:14]([OH:15])=[CH:13][CH:12]=[CH:11][C:8]=1[C:9]#[N:10].O.Cl.N[C@H:19]([C:22]([OH:24])=[O:23])[CH2:20][SH:21].C(=O)([O-])O.[Na+]. The catalyst is CO. The product is [OH:6][C:7]1[C:14]([OH:15])=[CH:13][CH:12]=[CH:11][C:8]=1[C:9]1[S:21][CH2:20][C@@H:19]([C:22]([OH:24])=[O:23])[N:10]=1. The yield is 0.880. (8) The reactants are [N+:1]([C:4]1[C:13]2[C:8](=[CH:9][CH:10]=[CH:11][CH:12]=2)[C:7]([OH:14])=[CH:6][CH:5]=1)([O-:3])=[O:2].C1C=CC(P(C2C=CC=CC=2)C2C=CC=CC=2)=CC=1.[NH2:34][C:35]1[CH:36]=[N:37][CH:38]=[CH:39][C:40]=1[CH2:41][CH2:42]O.CC(OC(/N=N/C(OC(C)C)=O)=O)C. The catalyst is C1COCC1. The product is [N+:1]([C:4]1[C:13]2[C:8](=[CH:9][CH:10]=[CH:11][CH:12]=2)[C:7]([O:14][CH2:42][CH2:41][C:40]2[CH:39]=[CH:38][N:37]=[CH:36][C:35]=2[NH2:34])=[CH:6][CH:5]=1)([O-:3])=[O:2]. The yield is 0.880. (9) The reactants are [CH2:1]([O:8][C:9]([C@@H:11]1[CH2:16][CH2:15][C:14](=[N:17][O:18][CH2:19][C:20]2[CH:25]=[CH:24][CH:23]=[CH:22][CH:21]=2)[CH2:13][NH:12]1)=[O:10])[C:2]1[CH:7]=[CH:6][CH:5]=[CH:4][CH:3]=1.S(=O)(=O)(O)O.[BH4-].[Na+]. The catalyst is O1CCCC1. The product is [CH2:1]([O:8][C:9]([C@@H:11]1[CH2:16][CH2:15][C@@H:14]([NH:17][O:18][CH2:19][C:20]2[CH:25]=[CH:24][CH:23]=[CH:22][CH:21]=2)[CH2:13][NH:12]1)=[O:10])[C:2]1[CH:3]=[CH:4][CH:5]=[CH:6][CH:7]=1. The yield is 0.800.